This data is from Forward reaction prediction with 1.9M reactions from USPTO patents (1976-2016). The task is: Predict the product of the given reaction. (1) Given the reactants [Si:1]([O:8][CH2:9][C@H:10]([CH3:30])[O:11][C:12]1[CH:13]=[C:14]([CH:19]=[C:20]([O:22]CC2C=CC=CC=2)[CH:21]=1)[C:15]([O:17][CH3:18])=[O:16])([C:4]([CH3:7])([CH3:6])[CH3:5])([CH3:3])[CH3:2], predict the reaction product. The product is: [Si:1]([O:8][CH2:9][C@H:10]([CH3:30])[O:11][C:12]1[CH:13]=[C:14]([CH:19]=[C:20]([OH:22])[CH:21]=1)[C:15]([O:17][CH3:18])=[O:16])([C:4]([CH3:7])([CH3:6])[CH3:5])([CH3:3])[CH3:2]. (2) Given the reactants [OH:1]OS([O-])=O.[K+].[CH3:7][C:8]1[O:12][C:11]([C:13]2[CH:14]=[C:15]3[C:19](=[CH:20][CH:21]=2)[O:18][CH2:17][O:16]3)=[N:10][C:9]=1[CH2:22][C:23]1[O:27][C:26](/[CH:28]=[CH:29]/[CH2:30][S:31][CH2:32][C:33]([OH:35])=[O:34])=[CH:25][CH:24]=1, predict the reaction product. The product is: [CH3:7][C:8]1[O:12][C:11]([C:13]2[CH:14]=[C:15]3[C:19](=[CH:20][CH:21]=2)[O:18][CH2:17][O:16]3)=[N:10][C:9]=1[CH2:22][C:23]1[O:27][C:26](/[CH:28]=[CH:29]/[CH2:30][S:31]([CH2:32][C:33]([OH:35])=[O:34])=[O:1])=[CH:25][CH:24]=1. (3) Given the reactants [NH2:1][CH2:2][CH:3]([C:18]1[CH:23]=[CH:22][C:21]([Cl:24])=[C:20]([Cl:25])[CH:19]=1)[CH:4]([C:6]1[CH:11]=[CH:10][CH:9]=[C:8]([N:12]2[CH2:17][CH2:16][O:15][CH2:14][CH2:13]2)[CH:7]=1)[OH:5].[C:26](Cl)(=[O:30])[O:27][CH2:28][CH3:29], predict the reaction product. The product is: [Cl:25][C:20]1[CH:19]=[C:18]([CH:3]([CH:4]([OH:5])[C:6]2[CH:11]=[CH:10][CH:9]=[C:8]([N:12]3[CH2:13][CH2:14][O:15][CH2:16][CH2:17]3)[CH:7]=2)[CH2:2][NH:1][C:26](=[O:30])[O:27][CH2:28][CH3:29])[CH:23]=[CH:22][C:21]=1[Cl:24]. (4) Given the reactants [I:1][C:2]1[CH:8]=[CH:7][CH:6]=[CH:5][C:3]=1[NH2:4].[CH:9](=O)[CH2:10][CH3:11], predict the reaction product. The product is: [I:1][C:2]1[CH:8]=[CH:7][CH:6]=[CH:5][C:3]=1[NH:4][CH2:9][CH2:10][CH3:11]. (5) Given the reactants [I:1][C:2]1[CH:8]=[CH:7][C:5]([NH2:6])=[CH:4][CH:3]=1.C[O:10][CH:11]1[CH:15]([CH:16]=O)[CH2:14][CH:13](OC)O1, predict the reaction product. The product is: [I:1][C:2]1[CH:8]=[CH:7][C:5]([N:6]2[CH:13]=[CH:14][C:15]([CH:11]=[O:10])=[CH:16]2)=[CH:4][CH:3]=1. (6) Given the reactants [Cl:1][C:2]1[C:7]2[O:8][C:9]([C:11]([N:13]3[CH2:18][CH2:17][N:16]([S:19]([CH3:22])(=[O:21])=[O:20])[CH2:15][CH2:14]3)=[O:12])=[CH:10][C:6]=2[C:5](=[O:23])[NH:4][N:3]=1.[H-].[Na+].[CH3:26]I.O, predict the reaction product. The product is: [Cl:1][C:2]1[C:7]2[O:8][C:9]([C:11]([N:13]3[CH2:14][CH2:15][N:16]([S:19]([CH3:22])(=[O:20])=[O:21])[CH2:17][CH2:18]3)=[O:12])=[CH:10][C:6]=2[C:5](=[O:23])[N:4]([CH3:26])[N:3]=1. (7) Given the reactants [C:1]([C:5]1[CH:6]=[C:7]([C:19](=[O:21])[CH3:20])[CH:8]=[C:9]([N:13]2[CH2:18][CH2:17][O:16][CH2:15][CH2:14]2)[C:10]=1[O:11][CH3:12])([CH3:4])([CH3:3])[CH3:2].[Cl:22]N1C(=O)CCC1=O.CCOCC, predict the reaction product. The product is: [Cl:22][CH2:20][C:19]([C:7]1[CH:8]=[C:9]([N:13]2[CH2:14][CH2:15][O:16][CH2:17][CH2:18]2)[C:10]([O:11][CH3:12])=[C:5]([C:1]([CH3:4])([CH3:2])[CH3:3])[CH:6]=1)=[O:21].